Task: Predict the product of the given reaction.. Dataset: Forward reaction prediction with 1.9M reactions from USPTO patents (1976-2016) Given the reactants [C:1]([O:5][C:6]([N:8]1[CH2:14][CH2:13][C:12](=[O:15])[NH:11][CH2:10][CH2:9]1)=[O:7])([CH3:4])([CH3:3])[CH3:2].[H-].[Na+].Cl[CH2:19][CH2:20][CH2:21][N:22]1[CH2:27][CH2:26][CH2:25][CH2:24][CH2:23]1.Cl.ClCCCN1CCCCC1, predict the reaction product. The product is: [C:1]([O:5][C:6]([N:8]1[CH2:14][CH2:13][C:12](=[O:15])[N:11]([CH2:19][CH2:20][CH2:21][N:22]2[CH2:27][CH2:26][CH2:25][CH2:24][CH2:23]2)[CH2:10][CH2:9]1)=[O:7])([CH3:4])([CH3:2])[CH3:3].